Dataset: Forward reaction prediction with 1.9M reactions from USPTO patents (1976-2016). Task: Predict the product of the given reaction. (1) Given the reactants [CH3:1][O:2][C:3]1[CH:8]=[CH:7][C:6]([NH:9][NH:10][C:11]([NH2:13])=[O:12])=[CH:5][CH:4]=1.N1C=CC=CC=1.[CH3:20][O:21][C:22]1[CH:30]=[CH:29][C:25]([C:26](Cl)=[O:27])=[CH:24][CH:23]=1.C(OCC)(=O)C.O1CCCC1, predict the reaction product. The product is: [CH3:20][O:21][C:22]1[CH:30]=[CH:29][C:25]([C:26]([N:9]([C:6]2[CH:5]=[CH:4][C:3]([O:2][CH3:1])=[CH:8][CH:7]=2)[NH:10][C:11]([NH2:13])=[O:12])=[O:27])=[CH:24][CH:23]=1. (2) Given the reactants Cl.[CH2:2]([O:4][C:5]([C:7]1([CH3:20])[CH2:12][CH2:11][N:10](C(OC(C)(C)C)=O)[CH2:9][CH2:8]1)=[O:6])[CH3:3], predict the reaction product. The product is: [CH2:2]([O:4][C:5]([C:7]1([CH3:20])[CH2:12][CH2:11][NH:10][CH2:9][CH2:8]1)=[O:6])[CH3:3]. (3) Given the reactants C(O[C:9]([NH:11][CH2:12][CH2:13][CH2:14][C@@H:15]([C:24]([OH:26])=O)[NH:16]C(OC(C)(C)C)=O)=O)C1C=CC=CC=1.[CH:27]1([S:33]([Cl:36])(=[O:35])=[O:34])[CH2:32][CH2:31][CH2:30][CH2:29][CH2:28]1.Cl.[C:38]([C@@H:40]1[CH2:44][CH2:43][CH2:42][NH:41]1)#[N:39], predict the reaction product. The product is: [ClH:36].[NH2:16][C@H:15]([C:24](=[O:26])[N:41]1[CH2:42][CH2:43][CH2:44][C@H:40]1[C:38]#[N:39])[CH2:14][CH2:13][CH2:12][N:11]([CH3:9])[S:33]([CH:27]1[CH2:32][CH2:31][CH2:30][CH2:29][CH2:28]1)(=[O:35])=[O:34]. (4) Given the reactants [CH3:1][O:2][CH2:3][CH2:4][O:5][C:6]1[CH:11]=[CH:10][C:9]([CH2:12][CH2:13][C:14]([O-])=[O:15])=[C:8]([O:17][CH2:18][CH:19]2[CH2:23][CH2:22][CH2:21][O:20]2)[CH:7]=1.[H-].C([Al+]CC(C)C)C(C)C.O.O.O.O.O.O.O.O.O.O.S([O-])([O-])(=O)=O.[Na+].[Na+].C(OCC)C, predict the reaction product. The product is: [CH3:1][O:2][CH2:3][CH2:4][O:5][C:6]1[CH:11]=[CH:10][C:9]([CH2:12][CH2:13][CH2:14][OH:15])=[C:8]([O:17][CH2:18][CH:19]2[CH2:23][CH2:22][CH2:21][O:20]2)[CH:7]=1. (5) Given the reactants [Br:1][C:2]1[CH:7]=[CH:6][C:5]([CH2:8][C:9]([OH:11])=[O:10])=[CH:4][CH:3]=1.Br[C:13]1[CH:18]=[CH:17]C(CC(OC2CCCCO2)=O)=[CH:15][CH:14]=1, predict the reaction product. The product is: [Br:1][C:2]1[CH:3]=[CH:4][C:5]([C:8]2([C:9]([OH:11])=[O:10])[CH2:17][CH2:18][CH2:13][CH2:14][CH2:15]2)=[CH:6][CH:7]=1. (6) Given the reactants [F:1][C:2]1[C:7]([F:8])=[C:6]([C:9]([OH:11])=O)[C:5]([F:12])=[C:4]([F:13])[C:3]=1[CH3:14].C1C=CC2N(O)N=NC=2C=1.CCN=C=NCCCN(C)C.[CH3:36][CH:37]1[CH2:42][CH2:41][CH2:40][CH2:39][CH:38]1[NH2:43], predict the reaction product. The product is: [F:12][C:5]1[C:4]([F:13])=[C:3]([CH3:14])[C:2]([F:1])=[C:7]([F:8])[C:6]=1[C:9]([NH:43][CH:38]1[CH2:39][CH2:40][CH2:41][CH2:42][CH:37]1[CH3:36])=[O:11].